From a dataset of CYP3A4 inhibition data for predicting drug metabolism from PubChem BioAssay. Regression/Classification. Given a drug SMILES string, predict its absorption, distribution, metabolism, or excretion properties. Task type varies by dataset: regression for continuous measurements (e.g., permeability, clearance, half-life) or binary classification for categorical outcomes (e.g., BBB penetration, CYP inhibition). Dataset: cyp3a4_veith. The drug is O=C1c2ccccc2C(=O)c2c1ccc(C(=O)N1CCCCC1)c2NCCO. The result is 0 (non-inhibitor).